This data is from Forward reaction prediction with 1.9M reactions from USPTO patents (1976-2016). The task is: Predict the product of the given reaction. (1) Given the reactants [F:1][C:2]1[CH:3]=[C:4]([O:8][C:9]2[CH:10]=[C:11]([CH:14]=[CH:15][CH:16]=2)[C:12]#[N:13])[CH:5]=[CH:6][CH:7]=1.C1COCC1.[H-].[Al+3].[Li+].[H-].[H-].[H-].[OH-].[Na+], predict the reaction product. The product is: [F:1][C:2]1[CH:3]=[C:4]([O:8][C:9]2[CH:10]=[C:11]([CH:14]=[CH:15][CH:16]=2)[CH2:12][NH2:13])[CH:5]=[CH:6][CH:7]=1. (2) Given the reactants C([O:3][C:4]([C:6]1[CH:11]=[CH:10][C:9]([C:12]2[CH:17]=[CH:16][CH:15]=[CH:14][C:13]=2[Cl:18])=[CH:8][CH:7]=1)=[O:5])C.[OH-].[Na+].CCOCC.Cl, predict the reaction product. The product is: [Cl:18][C:13]1[CH:14]=[CH:15][CH:16]=[CH:17][C:12]=1[C:9]1[CH:10]=[CH:11][C:6]([C:4]([OH:5])=[O:3])=[CH:7][CH:8]=1. (3) Given the reactants [CH:1](NC(C)C)(C)C.CCCCCC.C([Li])CCC.[CH2:19]([N:26]1[CH2:35][CH2:34][C:33]2[N:32]=[C:31]([Cl:36])[CH:30]=[CH:29][C:28]=2[CH2:27]1)[C:20]1[CH:25]=[CH:24][CH:23]=[CH:22][CH:21]=1.CI.[Cl-].[NH4+], predict the reaction product. The product is: [CH2:19]([N:26]1[CH2:35][CH:34]([CH3:1])[C:33]2[N:32]=[C:31]([Cl:36])[CH:30]=[CH:29][C:28]=2[CH2:27]1)[C:20]1[CH:21]=[CH:22][CH:23]=[CH:24][CH:25]=1. (4) Given the reactants [C:1]([C:4]([C:15]1[N:23]2[C:18]([C:19](=[O:35])[NH:20][C:21]([CH2:24][C:25]3[CH:30]=[CH:29][C:28]([O:31][CH3:32])=[C:27]([O:33][CH3:34])[CH:26]=3)=[N:22]2)=[C:17]([CH3:36])[N:16]=1)([CH3:14])[CH2:5][CH2:6][CH2:7][C:8]1[CH:13]=[CH:12][CH:11]=[CH:10][CH:9]=1)(=[O:3])[CH3:2].[BH4-].[Na+], predict the reaction product. The product is: [CH3:34][O:33][C:27]1[CH:26]=[C:25]([CH:30]=[CH:29][C:28]=1[O:31][CH3:32])[CH2:24][C:21]1[NH:20][C:19](=[O:35])[C:18]2=[C:17]([CH3:36])[N:16]=[C:15]([C:4]([CH:1]([OH:3])[CH3:2])([CH3:14])[CH2:5][CH2:6][CH2:7][C:8]3[CH:9]=[CH:10][CH:11]=[CH:12][CH:13]=3)[N:23]2[N:22]=1. (5) Given the reactants [C:1]([C:4]1[C:8]([CH3:9])=[CH:7][N:6]([C:10]2[CH:17]=[CH:16][C:13]([C:14]#[N:15])=[C:12]([NH:18][CH:19]([CH3:23])[CH2:20][O:21][CH3:22])[CH:11]=2)[C:5]=1[CH3:24])(=[O:3])[CH3:2].[OH-].[K+].C([OH:29])C.OO, predict the reaction product. The product is: [C:1]([C:4]1[C:8]([CH3:9])=[CH:7][N:6]([C:10]2[CH:17]=[CH:16][C:13]([C:14]([NH2:15])=[O:29])=[C:12]([NH:18][CH:19]([CH3:23])[CH2:20][O:21][CH3:22])[CH:11]=2)[C:5]=1[CH3:24])(=[O:3])[CH3:2]. (6) Given the reactants [CH:1]([CH:4]1[CH2:9][NH:8][C:7]2[CH:10]=[CH:11][C:12]([CH3:14])=[CH:13][C:6]=2[O:5]1)([CH3:3])[CH3:2].C(N(CC)CC)C.[CH2:22]([O:24][C:25](=[O:31])/[CH:26]=[CH:27]/[C:28](Cl)=[O:29])[CH3:23], predict the reaction product. The product is: [CH2:22]([O:24][C:25](=[O:31])/[CH:26]=[CH:27]/[C:28]([N:8]1[C:7]2[CH:10]=[CH:11][C:12]([CH3:14])=[CH:13][C:6]=2[O:5][CH:4]([CH:1]([CH3:3])[CH3:2])[CH2:9]1)=[O:29])[CH3:23]. (7) Given the reactants [Br:1][C:2]1[CH:11]=[C:10]2[C:5]([CH2:6][C:7]([CH2:20][O:21][Si:22]([C:25]([CH3:28])([CH3:27])[CH3:26])([CH3:24])[CH3:23])([CH3:19])[CH2:8][C:9]32[C:15](=[O:16])[N:14]([CH3:17])[C:13](=S)[NH:12]3)=[CH:4][CH:3]=1.CO.C(OO)(C)(C)C.[NH4+:37].[OH-], predict the reaction product. The product is: [NH2:37][C:13]1[N:14]([CH3:17])[C:15](=[O:16])[C@:9]2([N:12]=1)[C:10]1[C:5](=[CH:4][CH:3]=[C:2]([Br:1])[CH:11]=1)[CH2:6][C@:7]([CH2:20][O:21][Si:22]([C:25]([CH3:28])([CH3:27])[CH3:26])([CH3:24])[CH3:23])([CH3:19])[CH2:8]2. (8) Given the reactants [F:1][C:2]([F:39])([F:38])[C:3]([C:6]1[O:10][N:9]=[C:8]([NH:11][C:12](=[O:37])[CH2:13][C:14]2[CH:19]=[CH:18][C:17]([C:20]3[CH:21]=[C:22]4[CH:28]=[N:27][N:26](COCC[Si](C)(C)C)[C:23]4=[N:24][CH:25]=3)=[CH:16][CH:15]=2)[CH:7]=1)([CH3:5])[CH3:4].C(O)(C(F)(F)F)=O, predict the reaction product. The product is: [NH:26]1[C:23]2=[N:24][CH:25]=[C:20]([C:17]3[CH:18]=[CH:19][C:14]([CH2:13][C:12]([NH:11][C:8]4[CH:7]=[C:6]([C:3]([CH3:5])([CH3:4])[C:2]([F:1])([F:38])[F:39])[O:10][N:9]=4)=[O:37])=[CH:15][CH:16]=3)[CH:21]=[C:22]2[CH:28]=[N:27]1. (9) The product is: [NH2:1][C@H:2]1[CH2:7][CH2:6][CH2:5][NH:4][C@H:3]1[C:8]1[CH:13]=[CH:12][CH:11]=[CH:10][CH:9]=1. Given the reactants [NH2:1][C:2]1[C:3]([C:8]2[CH:13]=[CH:12][CH:11]=[CH:10][CH:9]=2)=[N:4][CH:5]=[CH:6][CH:7]=1.Cl.[H][H], predict the reaction product. (10) Given the reactants [CH3:1][S:2](Cl)(=[O:4])=[O:3].[OH:6][CH2:7][CH2:8][C@H:9]1[C@@H:13]([CH2:14][OH:15])[CH2:12][N:11]([C:16]([O:18][C:19]([CH3:22])([CH3:21])[CH3:20])=[O:17])[CH2:10]1.C(N(CC)C(C)C)(C)C, predict the reaction product. The product is: [CH3:1][S:2]([O:6][CH2:7][CH2:8][C@H:9]1[C@@H:13]([CH2:14][O:15][S:2]([CH3:1])(=[O:4])=[O:3])[CH2:12][N:11]([C:16]([O:18][C:19]([CH3:22])([CH3:21])[CH3:20])=[O:17])[CH2:10]1)(=[O:4])=[O:3].